From a dataset of Full USPTO retrosynthesis dataset with 1.9M reactions from patents (1976-2016). Predict the reactants needed to synthesize the given product. (1) Given the product [CH3:30][Si:29]([C:27]#[C:28][C:2]1[NH:6][C:5]([C@@H:7]2[CH2:12][C@@H:11]3[C@@H:9]([CH2:10]3)[N:8]2[C:13]([O:15][C:16]([CH3:19])([CH3:18])[CH3:17])=[O:14])=[N:4][CH:3]=1)([CH3:32])[CH3:31], predict the reactants needed to synthesize it. The reactants are: I[C:2]1[NH:6][C:5]([C@@H:7]2[CH2:12][C@@H:11]3[C@@H:9]([CH2:10]3)[N:8]2[C:13]([O:15][C:16]([CH3:19])([CH3:18])[CH3:17])=[O:14])=[N:4][CH:3]=1.C(N(CC)CC)C.[C:27]([Si:29]([CH3:32])([CH3:31])[CH3:30])#[CH:28]. (2) Given the product [NH2:1][C:2]1[N:7]=[CH:6][N:5]=[C:4]([NH:8][C@H:9]([C:11]2[N:16]([C:17]3[CH:18]=[CH:19][CH:20]=[CH:21][CH:22]=3)[C:15](=[O:23])[C:14]3=[C:24]([CH3:27])[CH:25]=[CH:26][N:13]3[N:12]=2)[CH3:10])[C:3]=1[CH2:28][C:29]1[CH:34]=[CH:33][CH:32]=[C:31]([OH:35])[CH:30]=1, predict the reactants needed to synthesize it. The reactants are: [NH2:1][C:2]1[N:7]=[CH:6][N:5]=[C:4]([NH:8][C@H:9]([C:11]2[N:16]([C:17]3[CH:22]=[CH:21][CH:20]=[CH:19][CH:18]=3)[C:15](=[O:23])[C:14]3=[C:24]([CH3:27])[CH:25]=[CH:26][N:13]3[N:12]=2)[CH3:10])[C:3]=1[CH2:28][C:29]1[CH:34]=[CH:33][CH:32]=[C:31]([O:35]C)[CH:30]=1.B(Br)(Br)Br. (3) Given the product [CH2:14]([C:16]1[CH:21]=[C:20]([OH:22])[C:19]([F:23])=[CH:18][C:17]=1[C:24]1[CH:32]=[C:31]2[C:27]([C:28]([C:33]3[NH:42][C:36]4[CH2:37][CH2:38][N:39]([C:6]([C:5]5[CH:4]=[CH:3][C:2]([F:1])=[CH:10][CH:9]=5)=[O:8])[CH2:40][CH2:41][C:35]=4[N:34]=3)=[N:29][NH:30]2)=[CH:26][CH:25]=1)[CH3:15], predict the reactants needed to synthesize it. The reactants are: [F:1][C:2]1[CH:10]=[CH:9][C:5]([C:6]([OH:8])=O)=[CH:4][CH:3]=1.Br.Br.Br.[CH2:14]([C:16]1[C:17]([C:24]2[CH:32]=[C:31]3[C:27]([C:28]([C:33]4[NH:42][C:36]5[CH2:37][CH2:38][NH:39][CH2:40][CH2:41][C:35]=5[N:34]=4)=[N:29][NH:30]3)=[CH:26][CH:25]=2)=[CH:18][C:19]([F:23])=[C:20]([OH:22])[CH:21]=1)[CH3:15]. (4) Given the product [O:1]=[C:2]1[N:8]([CH:9]2[CH2:10][CH2:11][N:12]([C:15]([O:17][C@H:18]([CH2:19][C:20]3[CH:25]=[CH:24][CH:23]=[C:22]([CH3:26])[CH:21]=3)[C:27]([N:44]3[CH2:43][CH2:42][CH:41]([N:38]4[CH2:37][CH2:36][N:35]([CH3:34])[CH2:40][CH2:39]4)[CH2:46][CH2:45]3)=[O:28])=[O:16])[CH2:13][CH2:14]2)[CH2:7][CH2:6][C:5]2[CH:30]=[CH:31][CH:32]=[CH:33][C:4]=2[NH:3]1, predict the reactants needed to synthesize it. The reactants are: [O:1]=[C:2]1[N:8]([CH:9]2[CH2:14][CH2:13][N:12]([C:15]([O:17][C@@H:18]([C:27](O)=[O:28])[CH2:19][C:20]3[CH:21]=[C:22]([CH3:26])[CH:23]=[CH:24][CH:25]=3)=[O:16])[CH2:11][CH2:10]2)[CH2:7][CH2:6][C:5]2[CH:30]=[CH:31][CH:32]=[CH:33][C:4]=2[NH:3]1.[CH3:34][N:35]1[CH2:40][CH2:39][N:38]([CH:41]2[CH2:46][CH2:45][NH:44][CH2:43][CH2:42]2)[CH2:37][CH2:36]1.